This data is from Forward reaction prediction with 1.9M reactions from USPTO patents (1976-2016). The task is: Predict the product of the given reaction. (1) Given the reactants C[O:2][C:3](=[O:14])[C:4]1[CH:9]=[C:8]([NH2:10])[C:7]([N+:11]([O-:13])=[O:12])=[CH:6][N:5]=1.[OH-].[Na+].Cl, predict the reaction product. The product is: [NH2:10][C:8]1[C:7]([N+:11]([O-:13])=[O:12])=[CH:6][N:5]=[C:4]([C:3]([OH:14])=[O:2])[CH:9]=1. (2) Given the reactants [Cl:1][C:2]1[CH:3]=[C:4]([CH:6]=[CH:7][C:8]=1Br)[NH2:5].CC1(C)C(C)(C)OB([C:18]2[CH:23]=[CH:22][C:21]([C:24]3[CH:29]=[CH:28][C:27]([S:30]([CH3:33])(=[O:32])=[O:31])=[CH:26][CH:25]=3)=[CH:20][CH:19]=2)O1.C([O-])([O-])=O.[Na+].[Na+], predict the reaction product. The product is: [Cl:1][C:2]1[CH:3]=[C:4]([NH2:5])[CH:6]=[CH:7][C:8]=1[C:18]1[CH:19]=[CH:20][C:21]([C:24]2[CH:29]=[CH:28][C:27]([S:30]([CH3:33])(=[O:32])=[O:31])=[CH:26][CH:25]=2)=[CH:22][CH:23]=1. (3) Given the reactants [Cl:1][C:2]1[CH:18]=[CH:17][CH:16]=[CH:15][C:3]=1[CH2:4][N:5]1[CH:10]=[CH:9][CH:8]=[C:7]([C:11]([OH:13])=O)[C:6]1=[O:14].Cl.[NH2:20][C@@H:21]([CH2:26][CH2:27][CH2:28][NH:29][C:30]([O:32][C:33]([CH3:36])([CH3:35])[CH3:34])=[O:31])[C:22]([O:24][CH3:25])=[O:23].C(N(C(C)C)CC)(C)C.CN(C(ON1N=NC2C=CC=CC1=2)=[N+](C)C)C.F[P-](F)(F)(F)(F)F, predict the reaction product. The product is: [C:33]([O:32][C:30]([NH:29][CH2:28][CH2:27][CH2:26][C@H:21]([NH:20][C:11]([C:7]1[C:6](=[O:14])[N:5]([CH2:4][C:3]2[CH:15]=[CH:16][CH:17]=[CH:18][C:2]=2[Cl:1])[CH:10]=[CH:9][CH:8]=1)=[O:13])[C:22]([O:24][CH3:25])=[O:23])=[O:31])([CH3:35])([CH3:36])[CH3:34]. (4) The product is: [C:16]([O:19][CH2:20][C:21]1[NH:14][C:10]2[CH:11]=[CH:12][CH:13]=[C:8]([N:5]3[CH2:4][CH2:3][N:2]([CH3:1])[CH2:7][CH2:6]3)[C:9]=2[N:15]=1)(=[O:18])[CH3:17]. Given the reactants [CH3:1][N:2]1[CH2:7][CH2:6][N:5]([C:8]2[CH:13]=[CH:12][CH:11]=[C:10]([NH2:14])[C:9]=2[NH2:15])[CH2:4][CH2:3]1.[C:16]([O:19][CH2:20][C:21](O)=O)(=[O:18])[CH3:17].O=C1N(P(Cl)(N2CCOC2=O)=O)CCO1.C(N(CC)C(C)C)(C)C, predict the reaction product. (5) Given the reactants [C:1]([CH2:4][CH2:5][C:6]1[CH:11]=[CH:10][C:9]([NH:12][C:13]([C:15]2[N:16](COCC[Si](C)(C)C)[CH:17]=[C:18]([C:20]#[N:21])[N:19]=2)=[O:14])=[C:8]([C:30]2[CH2:35][CH2:34][CH2:33][CH2:32][CH:31]=2)[CH:7]=1)(=[O:3])[NH2:2].CCO.C(O)(C(F)(F)F)=O.C(O)CC, predict the reaction product. The product is: [C:1]([CH2:4][CH2:5][C:6]1[CH:11]=[CH:10][C:9]([NH:12][C:13]([C:15]2[NH:16][CH:17]=[C:18]([C:20]#[N:21])[N:19]=2)=[O:14])=[C:8]([C:30]2[CH2:35][CH2:34][CH2:33][CH2:32][CH:31]=2)[CH:7]=1)(=[O:3])[NH2:2].